Regression. Given two drug SMILES strings and cell line genomic features, predict the synergy score measuring deviation from expected non-interaction effect. From a dataset of NCI-60 drug combinations with 297,098 pairs across 59 cell lines. (1) Drug 1: C1=CC=C(C=C1)NC(=O)CCCCCCC(=O)NO. Drug 2: C1CN1C2=NC(=NC(=N2)N3CC3)N4CC4. Cell line: HCT-15. Synergy scores: CSS=37.9, Synergy_ZIP=-8.47, Synergy_Bliss=-5.80, Synergy_Loewe=-7.99, Synergy_HSA=-3.85. (2) Drug 1: CC1=C(C(CCC1)(C)C)C=CC(=CC=CC(=CC(=O)O)C)C. Drug 2: CCN(CC)CCNC(=O)C1=C(NC(=C1C)C=C2C3=C(C=CC(=C3)F)NC2=O)C. Cell line: COLO 205. Synergy scores: CSS=-2.87, Synergy_ZIP=3.08, Synergy_Bliss=3.13, Synergy_Loewe=-3.94, Synergy_HSA=-2.73. (3) Drug 1: C1CCN(CC1)CCOC2=CC=C(C=C2)C(=O)C3=C(SC4=C3C=CC(=C4)O)C5=CC=C(C=C5)O. Drug 2: CC1=C2C(C(=O)C3(C(CC4C(C3C(C(C2(C)C)(CC1OC(=O)C(C(C5=CC=CC=C5)NC(=O)C6=CC=CC=C6)O)O)OC(=O)C7=CC=CC=C7)(CO4)OC(=O)C)O)C)OC(=O)C. Cell line: UACC-257. Synergy scores: CSS=30.1, Synergy_ZIP=3.22, Synergy_Bliss=1.83, Synergy_Loewe=-27.3, Synergy_HSA=-1.36.